This data is from Reaction yield outcomes from USPTO patents with 853,638 reactions. The task is: Predict the reaction yield, written as a fraction of the theoretical maximum amount of product (1.0 means a 100% yield; for example, 0.34 means a 34% yield). (1) The reactants are [Br:1][C:2]1[CH:3]=[C:4]([N+:12]([O-:14])=[O:13])[C:5]([CH3:11])=[C:6]([CH:10]=1)[C:7]([OH:9])=[O:8].[C:15](=O)([O-])[O-].[Na+].[Na+].CI. The catalyst is CN(C=O)C. The product is [Br:1][C:2]1[CH:3]=[C:4]([N+:12]([O-:14])=[O:13])[C:5]([CH3:11])=[C:6]([CH:10]=1)[C:7]([O:9][CH3:15])=[O:8]. The yield is 0.980. (2) The reactants are [CH3:1][C:2]1([CH2:5]O)[CH2:4][CH2:3]1.C1C=C[NH+]=CC=1.[O-][Cr](Cl)(=O)=O.C1COCC1.[C:23]([CH2:25][C:26]([O:28][CH2:29][CH3:30])=[O:27])#[N:24]. The catalyst is C(Cl)Cl.N1CCCCC1.C(O)(=O)C. The product is [CH2:29]([O:28][C:26](=[O:27])[C:25]([C:23]#[N:24])=[CH:5][C:2]1([CH3:1])[CH2:3][CH2:4]1)[CH3:30]. The yield is 0.250. (3) The reactants are [F:1][C:2]([F:13])([F:12])[C:3]1[CH:4]=[C:5]([C:9](=O)[CH3:10])[CH:6]=[CH:7][CH:8]=1.[NH2:14][C:15]([NH2:17])=[S:16]. No catalyst specified. The product is [NH2:17][C:15]1[S:16][CH:10]=[C:9]([C:5]2[CH:6]=[CH:7][CH:8]=[C:3]([C:2]([F:13])([F:12])[F:1])[CH:4]=2)[N:14]=1. The yield is 0.941.